Dataset: Peptide-MHC class II binding affinity with 134,281 pairs from IEDB. Task: Regression. Given a peptide amino acid sequence and an MHC pseudo amino acid sequence, predict their binding affinity value. This is MHC class II binding data. (1) The peptide sequence is HRPASVIKVLVAMAS. The MHC is HLA-DQA10501-DQB10201 with pseudo-sequence HLA-DQA10501-DQB10201. The binding affinity (normalized) is 0.237. (2) The peptide sequence is DPIELNATLSAVA. The MHC is DRB1_0101 with pseudo-sequence DRB1_0101. The binding affinity (normalized) is 0.0472. (3) The peptide sequence is CKKYFAATQFEPLAA. The MHC is DRB1_0101 with pseudo-sequence DRB1_0101. The binding affinity (normalized) is 0.744. (4) The MHC is HLA-DPA10103-DPB10401 with pseudo-sequence HLA-DPA10103-DPB10401. The peptide sequence is FVRSSNLKFQDAYNA. The binding affinity (normalized) is 0.270. (5) The peptide sequence is EEFVVEFDLPGIA. The MHC is DRB1_0402 with pseudo-sequence DRB1_0402. The binding affinity (normalized) is 0.490. (6) The peptide sequence is ISASSAAQRRGRIGR. The MHC is HLA-DQA10201-DQB10301 with pseudo-sequence HLA-DQA10201-DQB10301. The binding affinity (normalized) is 0.549.